Dataset: Peptide-MHC class I binding affinity with 185,985 pairs from IEDB/IMGT. Task: Regression. Given a peptide amino acid sequence and an MHC pseudo amino acid sequence, predict their binding affinity value. This is MHC class I binding data. (1) The peptide sequence is TLISSDGARV. The MHC is HLA-A02:03 with pseudo-sequence HLA-A02:03. The binding affinity (normalized) is 0.548. (2) The peptide sequence is KASLIEVKTC. The MHC is HLA-B58:01 with pseudo-sequence HLA-B58:01. The binding affinity (normalized) is 0.482.